From a dataset of NCI-60 drug combinations with 297,098 pairs across 59 cell lines. Regression. Given two drug SMILES strings and cell line genomic features, predict the synergy score measuring deviation from expected non-interaction effect. (1) Drug 1: CC1=C(C=C(C=C1)NC2=NC=CC(=N2)N(C)C3=CC4=NN(C(=C4C=C3)C)C)S(=O)(=O)N.Cl. Drug 2: C1=CC=C(C(=C1)C(C2=CC=C(C=C2)Cl)C(Cl)Cl)Cl. Cell line: LOX IMVI. Synergy scores: CSS=5.84, Synergy_ZIP=-1.84, Synergy_Bliss=-3.56, Synergy_Loewe=-0.268, Synergy_HSA=-1.74. (2) Drug 1: C1CCC(CC1)NC(=O)N(CCCl)N=O. Drug 2: CC12CCC3C(C1CCC2OP(=O)(O)O)CCC4=C3C=CC(=C4)OC(=O)N(CCCl)CCCl.[Na+]. Cell line: PC-3. Synergy scores: CSS=0.329, Synergy_ZIP=-5.12, Synergy_Bliss=-6.43, Synergy_Loewe=-12.4, Synergy_HSA=-7.45.